Dataset: Full USPTO retrosynthesis dataset with 1.9M reactions from patents (1976-2016). Task: Predict the reactants needed to synthesize the given product. Given the product [N:22]([CH:7]1[C:8](=[O:11])[CH2:9][CH2:10][C:5]2([O:4][CH2:3][CH2:2][O:1]2)[CH2:6]1)=[N+:23]=[N-:24], predict the reactants needed to synthesize it. The reactants are: [O:1]1[C:5]2([CH2:10][CH2:9][C:8]([O:11][Si](C(C)C)(C(C)C)C(C)C)=[CH:7][CH2:6]2)[O:4][CH2:3][CH2:2]1.[N-:22]=[N+:23]=[N-:24].[Na+].[N+]([O-])(O)=O.[N+]([O-])(O)=O.[N+]([O-])(O)=O.[N+]([O-])(O)=O.[N+]([O-])(O)=O.[N+]([O-])(O)=O.[Ce].O.